From a dataset of Forward reaction prediction with 1.9M reactions from USPTO patents (1976-2016). Predict the product of the given reaction. (1) Given the reactants [CH3:1]I.[Na].[NH2:4][C:5]1[CH:13]=[CH:12][C:11]([C:14]([C:16]2[N:24]3[C:19]([CH:20]=[CH:21][CH:22]=[CH:23]3)=[C:18]([O:25][CH3:26])[C:17]=2[CH3:27])=[O:15])=[CH:10][C:6]=1[C:7]([OH:9])=[O:8].O, predict the reaction product. The product is: [NH2:4][C:5]1[CH:13]=[CH:12][C:11]([C:14]([C:16]2[N:24]3[C:19]([CH:20]=[CH:21][CH:22]=[CH:23]3)=[C:18]([O:25][CH3:26])[C:17]=2[CH3:27])=[O:15])=[CH:10][C:6]=1[C:7]([O:9][CH3:1])=[O:8]. (2) Given the reactants [Cl:1][C:2]1[CH:3]=[C:4]([C:9]2([C:26]([F:29])([F:28])[F:27])[CH2:13][CH2:12][N:11]([C:14]3[CH:22]=[CH:21][C:17]([C:18]([OH:20])=O)=[C:16]([N+:23]([O-:25])=[O:24])[CH:15]=3)[CH2:10]2)[CH:5]=[C:6]([Cl:8])[CH:7]=1.[N:30]1[CH:35]=[CH:34][CH:33]=[CH:32][C:31]=1[CH2:36][NH2:37].Cl.C(N=C=NCCCN(C)C)C.O.ON1C2C=CC=CC=2N=N1, predict the reaction product. The product is: [Cl:8][C:6]1[CH:5]=[C:4]([C:9]2([C:26]([F:29])([F:27])[F:28])[CH2:13][CH2:12][N:11]([C:14]3[CH:22]=[CH:21][C:17]([C:18]([NH:37][CH2:36][C:31]4[CH:32]=[CH:33][CH:34]=[CH:35][N:30]=4)=[O:20])=[C:16]([N+:23]([O-:25])=[O:24])[CH:15]=3)[CH2:10]2)[CH:3]=[C:2]([Cl:1])[CH:7]=1. (3) Given the reactants Cl[C:2]1[CH:3]=[C:4]([NH2:9])[CH:5]=[CH:6][C:7]=1F.[C:10]([O-:13])(=[O:12])C.[K+].BrBr.[O-:17]S([O-])=O.[Na+].[Na+], predict the reaction product. The product is: [NH2:9][C:4]1[CH:5]=[CH:6][C:7]([OH:17])=[CH:2][C:3]=1[C:10]([OH:13])=[O:12]. (4) Given the reactants [C:1]1([C:7]2[S:8][CH2:9][CH:10]([C:12]([OH:14])=[O:13])[N:11]=2)[CH:6]=[CH:5][CH:4]=[CH:3][CH:2]=1.[CH3:15]I, predict the reaction product. The product is: [C:1]1([C:7]2[S:8][CH2:9][C:10]([CH3:15])([C:12]([OH:14])=[O:13])[N:11]=2)[CH:2]=[CH:3][CH:4]=[CH:5][CH:6]=1. (5) Given the reactants [CH3:1][Si:2]([CH3:23])([CH3:22])[CH2:3][CH2:4][O:5][C:6]([N:8]1[CH2:13][CH:12]=[C:11]([C:14]2[CH:19]=[CH:18][CH:17]=[C:16]([C:20]#[N:21])[CH:15]=2)[CH2:10][CH2:9]1)=[O:7].[ClH:24], predict the reaction product. The product is: [ClH:24].[CH3:1][Si:2]([CH3:23])([CH3:22])[CH2:3][CH2:4][O:5][C:6]([N:8]1[CH2:13][CH2:12][CH:11]([C:14]2[CH:19]=[CH:18][CH:17]=[C:16]([CH2:20][NH2:21])[CH:15]=2)[CH2:10][CH2:9]1)=[O:7]. (6) Given the reactants [O:1]1[C:5]2[CH:6]=[CH:7][C:8]([CH2:10][N:11]3[C:20](C(O)=O)=[C:19]([C:24]4[CH:29]=[CH:28][CH:27]=[CH:26][CH:25]=4)[C:18]4[C:13](=[CH:14][CH:15]=[C:16]([Br:30])[CH:17]=4)[C:12]3=[O:31])=[CH:9][C:4]=2[O:3][CH2:2]1.C([N:34]([CH2:37]C)CC)C.C1(P(N=[N+]=[N-])(C2C=CC=CC=2)=[O:46])C=CC=CC=1.[CH2:56]([OH:63])[C:57]1[CH:62]=[CH:61][CH:60]=[CH:59][CH:58]=1, predict the reaction product. The product is: [CH2:56]([O:63][C:37](=[O:46])[NH:34][C:20]1[N:11]([CH2:10][C:8]2[CH:7]=[CH:6][C:5]3[O:1][CH2:2][O:3][C:4]=3[CH:9]=2)[C:12](=[O:31])[C:13]2[C:18]([C:19]=1[C:24]1[CH:29]=[CH:28][CH:27]=[CH:26][CH:25]=1)=[CH:17][C:16]([Br:30])=[CH:15][CH:14]=2)[C:57]1[CH:62]=[CH:61][CH:60]=[CH:59][CH:58]=1. (7) The product is: [NH2:17][O:1][CH2:2][CH:3]1[O:8][CH2:7][CH2:6][N:5]([C:9]([O:11][C:12]([CH3:15])([CH3:14])[CH3:13])=[O:10])[CH2:4]1. Given the reactants [OH:1][CH2:2][CH:3]1[O:8][CH2:7][CH2:6][N:5]([C:9]([O:11][C:12]([CH3:15])([CH3:14])[CH3:13])=[O:10])[CH2:4]1.O[N:17]1C(=O)C2C(=CC=CC=2)C1=O.C1(P(C2C=CC=CC=2)C2C=CC=CC=2)C=CC=CC=1.N(C(OC(C)C)=O)=NC(OC(C)C)=O.O.NN, predict the reaction product.